This data is from Catalyst prediction with 721,799 reactions and 888 catalyst types from USPTO. The task is: Predict which catalyst facilitates the given reaction. (1) The catalyst class is: 8. Reactant: Br[CH2:2][C:3]([C:5]1[CH:10]=[CH:9][C:8]([F:11])=[CH:7][CH:6]=1)=[O:4].[S-:12][C:13]#[N:14].[Na+].O. Product: [F:11][C:8]1[CH:9]=[CH:10][C:5]([C:3](=[O:4])[CH2:2][S:12][C:13]#[N:14])=[CH:6][CH:7]=1. (2) Reactant: Cl[C:2]1[CH:11]=[C:10]([CH3:12])[C:9]2[C:4](=[CH:5][CH:6]=[C:7]([Cl:13])[CH:8]=2)[N:3]=1.[C:14](OCC)(=[O:17])[NH:15][NH2:16]. Product: [Cl:13][C:7]1[CH:8]=[C:9]2[C:4](=[CH:5][CH:6]=1)[N:3]1[C:14](=[O:17])[NH:15][N:16]=[C:2]1[CH:11]=[C:10]2[CH3:12]. The catalyst class is: 361.